This data is from Full USPTO retrosynthesis dataset with 1.9M reactions from patents (1976-2016). The task is: Predict the reactants needed to synthesize the given product. Given the product [O:13]=[C:11]1[N:10]([C:14]2[CH:15]=[CH:16][C:17]3[O:18][CH2:19][C:20](=[O:24])[NH:21][C:22]=3[N:23]=2)[CH2:9][CH:8]([C:6]([OH:7])=[O:5])[CH2:12]1, predict the reactants needed to synthesize it. The reactants are: O.[OH-].[Li+].C[O:5][C:6]([CH:8]1[CH2:12][C:11](=[O:13])[N:10]([C:14]2[CH:15]=[CH:16][C:17]3[O:18][CH2:19][C:20](=[O:24])[NH:21][C:22]=3[N:23]=2)[CH2:9]1)=[O:7].Cl.